Dataset: NCI-60 drug combinations with 297,098 pairs across 59 cell lines. Task: Regression. Given two drug SMILES strings and cell line genomic features, predict the synergy score measuring deviation from expected non-interaction effect. (1) Drug 1: CC(C1=C(C=CC(=C1Cl)F)Cl)OC2=C(N=CC(=C2)C3=CN(N=C3)C4CCNCC4)N. Drug 2: C1=CC=C(C=C1)NC(=O)CCCCCCC(=O)NO. Cell line: MALME-3M. Synergy scores: CSS=31.3, Synergy_ZIP=-0.275, Synergy_Bliss=6.11, Synergy_Loewe=2.64, Synergy_HSA=6.08. (2) Drug 1: CNC(=O)C1=NC=CC(=C1)OC2=CC=C(C=C2)NC(=O)NC3=CC(=C(C=C3)Cl)C(F)(F)F. Drug 2: CC1=C(C(=O)C2=C(C1=O)N3CC4C(C3(C2COC(=O)N)OC)N4)N. Cell line: COLO 205. Synergy scores: CSS=26.8, Synergy_ZIP=-1.95, Synergy_Bliss=-8.59, Synergy_Loewe=-0.394, Synergy_HSA=-2.27. (3) Drug 1: C1=C(C(=O)NC(=O)N1)N(CCCl)CCCl. Drug 2: C1=CC(=CC=C1CCCC(=O)O)N(CCCl)CCCl. Cell line: NCI-H460. Synergy scores: CSS=45.3, Synergy_ZIP=1.99, Synergy_Bliss=2.33, Synergy_Loewe=-3.74, Synergy_HSA=5.16. (4) Drug 1: CC1=C(C=C(C=C1)NC2=NC=CC(=N2)N(C)C3=CC4=NN(C(=C4C=C3)C)C)S(=O)(=O)N.Cl. Drug 2: CCC1(CC2CC(C3=C(CCN(C2)C1)C4=CC=CC=C4N3)(C5=C(C=C6C(=C5)C78CCN9C7C(C=CC9)(C(C(C8N6C=O)(C(=O)OC)O)OC(=O)C)CC)OC)C(=O)OC)O.OS(=O)(=O)O. Cell line: ACHN. Synergy scores: CSS=25.2, Synergy_ZIP=3.53, Synergy_Bliss=5.29, Synergy_Loewe=-2.85, Synergy_HSA=7.35. (5) Drug 1: CC1OCC2C(O1)C(C(C(O2)OC3C4COC(=O)C4C(C5=CC6=C(C=C35)OCO6)C7=CC(=C(C(=C7)OC)O)OC)O)O. Drug 2: C1=NC2=C(N=C(N=C2N1C3C(C(C(O3)CO)O)O)F)N. Cell line: HCT116. Synergy scores: CSS=51.4, Synergy_ZIP=-6.48, Synergy_Bliss=-9.79, Synergy_Loewe=-23.9, Synergy_HSA=-6.92. (6) Drug 1: C1CCC(C1)C(CC#N)N2C=C(C=N2)C3=C4C=CNC4=NC=N3. Drug 2: CC1CCC2CC(C(=CC=CC=CC(CC(C(=O)C(C(C(=CC(C(=O)CC(OC(=O)C3CCCCN3C(=O)C(=O)C1(O2)O)C(C)CC4CCC(C(C4)OC)OCCO)C)C)O)OC)C)C)C)OC. Cell line: NCI-H460. Synergy scores: CSS=7.11, Synergy_ZIP=2.04, Synergy_Bliss=2.29, Synergy_Loewe=11.8, Synergy_HSA=2.24.